This data is from Full USPTO retrosynthesis dataset with 1.9M reactions from patents (1976-2016). The task is: Predict the reactants needed to synthesize the given product. Given the product [OH:2][CH2:1][C:3]1[CH:4]=[C:5]([CH:10]=[CH:11][C:12]=1[O:13][CH:14]([CH3:16])[CH3:15])[C:6]([O:8][CH3:9])=[O:7], predict the reactants needed to synthesize it. The reactants are: [CH:1]([C:3]1[CH:4]=[C:5]([CH:10]=[CH:11][C:12]=1[O:13][CH:14]([CH3:16])[CH3:15])[C:6]([O:8][CH3:9])=[O:7])=[O:2].[BH4-].[Li+].